From a dataset of Merck oncology drug combination screen with 23,052 pairs across 39 cell lines. Regression. Given two drug SMILES strings and cell line genomic features, predict the synergy score measuring deviation from expected non-interaction effect. (1) Drug 1: CN(Cc1cnc2nc(N)nc(N)c2n1)c1ccc(C(=O)NC(CCC(=O)O)C(=O)O)cc1. Drug 2: Cc1nc(Nc2ncc(C(=O)Nc3c(C)cccc3Cl)s2)cc(N2CCN(CCO)CC2)n1. Cell line: LOVO. Synergy scores: synergy=10.3. (2) Drug 1: Cc1nc(Nc2ncc(C(=O)Nc3c(C)cccc3Cl)s2)cc(N2CCN(CCO)CC2)n1. Drug 2: CCC1(O)C(=O)OCc2c1cc1n(c2=O)Cc2cc3c(CN(C)C)c(O)ccc3nc2-1. Cell line: KPL1. Synergy scores: synergy=24.7. (3) Drug 1: CS(=O)(=O)CCNCc1ccc(-c2ccc3ncnc(Nc4ccc(OCc5cccc(F)c5)c(Cl)c4)c3c2)o1. Drug 2: NC1CCCCC1N.O=C(O)C(=O)O.[Pt+2]. Cell line: ES2. Synergy scores: synergy=-14.8. (4) Synergy scores: synergy=4.55. Drug 2: NC(=O)c1cccc2cn(-c3ccc(C4CCCNC4)cc3)nc12. Drug 1: N#Cc1ccc(Cn2cncc2CN2CCN(c3cccc(Cl)c3)C(=O)C2)cc1. Cell line: LOVO. (5) Drug 1: CN(Cc1cnc2nc(N)nc(N)c2n1)c1ccc(C(=O)NC(CCC(=O)O)C(=O)O)cc1. Drug 2: COC1CC2CCC(C)C(O)(O2)C(=O)C(=O)N2CCCCC2C(=O)OC(C(C)CC2CCC(OP(C)(C)=O)C(OC)C2)CC(=O)C(C)C=C(C)C(O)C(OC)C(=O)C(C)CC(C)C=CC=CC=C1C. Cell line: VCAP. Synergy scores: synergy=-12.3. (6) Drug 1: O=S1(=O)NC2(CN1CC(F)(F)F)C1CCC2Cc2cc(C=CCN3CCC(C(F)(F)F)CC3)ccc2C1. Drug 2: COC1=C2CC(C)CC(OC)C(O)C(C)C=C(C)C(OC(N)=O)C(OC)C=CC=C(C)C(=O)NC(=CC1=O)C2=O. Cell line: A427. Synergy scores: synergy=2.78. (7) Drug 1: CN(Cc1cnc2nc(N)nc(N)c2n1)c1ccc(C(=O)NC(CCC(=O)O)C(=O)O)cc1. Drug 2: O=C(O)C1(Cc2cccc(Nc3nccs3)n2)CCC(Oc2cccc(Cl)c2F)CC1. Cell line: NCIH2122. Synergy scores: synergy=-6.56. (8) Drug 2: Cn1cc(-c2cnn3c(N)c(Br)c(C4CCCNC4)nc23)cn1. Cell line: NCIH460. Drug 1: COc1cc(C2c3cc4c(cc3C(OC3OC5COC(C)OC5C(O)C3O)C3COC(=O)C23)OCO4)cc(OC)c1O. Synergy scores: synergy=5.69.